Dataset: Reaction yield outcomes from USPTO patents with 853,638 reactions. Task: Predict the reaction yield, written as a fraction of the theoretical maximum amount of product (1.0 means a 100% yield; for example, 0.34 means a 34% yield). (1) The reactants are [C:1]([O:5][C:6](=[O:29])[N:7]([CH2:13][C:14]1[CH:19]=[CH:18][C:17]([C:20]2[CH:25]=[CH:24][CH:23]=[C:22]([C:26]#[N:27])[CH:21]=2)=[C:16]([F:28])[CH:15]=1)[CH2:8][CH2:9][CH:10]([CH3:12])[CH3:11])([CH3:4])([CH3:3])[CH3:2].C(=O)([O-])[O-:31].[K+].[K+].OO. The catalyst is CS(C)=O.O. The product is [C:1]([O:5][C:6](=[O:29])[N:7]([CH2:13][C:14]1[CH:19]=[CH:18][C:17]([C:20]2[CH:25]=[CH:24][CH:23]=[C:22]([C:26](=[O:31])[NH2:27])[CH:21]=2)=[C:16]([F:28])[CH:15]=1)[CH2:8][CH2:9][CH:10]([CH3:12])[CH3:11])([CH3:3])([CH3:4])[CH3:2]. The yield is 0.990. (2) The reactants are C(OC(=O)[NH:7][C:8]1[N:13]=[C:12]([CH2:14][F:15])[CH:11]=[CH:10][N:9]=1)(C)(C)C.C(O)(C(F)(F)F)=O. The catalyst is C(Cl)Cl. The product is [F:15][CH2:14][C:12]1[CH:11]=[CH:10][N:9]=[C:8]([NH2:7])[N:13]=1. The yield is 1.00.